Predict the reaction yield, written as a fraction of the theoretical maximum amount of product (1.0 means a 100% yield; for example, 0.34 means a 34% yield). From a dataset of Reaction yield outcomes from USPTO patents with 853,638 reactions. The reactants are [CH3:1][O:2][CH:3]([O:13][CH3:14])[CH2:4][C:5]1[N:12]=[CH:11][CH:10]=[CH:9][C:6]=1[C:7]#[N:8].C(=O)([O-])[O-:16].[Na+].[Na+].OO. The catalyst is CO. The product is [CH3:14][O:13][CH:3]([O:2][CH3:1])[CH2:4][C:5]1[N:12]=[CH:11][CH:10]=[CH:9][C:6]=1[C:7]([NH2:8])=[O:16]. The yield is 0.850.